This data is from NCI-60 drug combinations with 297,098 pairs across 59 cell lines. The task is: Regression. Given two drug SMILES strings and cell line genomic features, predict the synergy score measuring deviation from expected non-interaction effect. (1) Drug 1: C1=C(C(=O)NC(=O)N1)F. Drug 2: CCCS(=O)(=O)NC1=C(C(=C(C=C1)F)C(=O)C2=CNC3=C2C=C(C=N3)C4=CC=C(C=C4)Cl)F. Cell line: HOP-62. Synergy scores: CSS=29.2, Synergy_ZIP=-6.96, Synergy_Bliss=-6.49, Synergy_Loewe=-8.06, Synergy_HSA=-6.90. (2) Drug 1: CC1=CC2C(CCC3(C2CCC3(C(=O)C)OC(=O)C)C)C4(C1=CC(=O)CC4)C. Drug 2: C1CCC(C(C1)N)N.C(=O)(C(=O)[O-])[O-].[Pt+4]. Cell line: SR. Synergy scores: CSS=51.5, Synergy_ZIP=-3.08, Synergy_Bliss=-5.12, Synergy_Loewe=-59.2, Synergy_HSA=-5.23.